Dataset: TCR-epitope binding with 47,182 pairs between 192 epitopes and 23,139 TCRs. Task: Binary Classification. Given a T-cell receptor sequence (or CDR3 region) and an epitope sequence, predict whether binding occurs between them. (1) The epitope is LLQTGIHVRVSQPSL. The TCR CDR3 sequence is CASRDRFYGYTF. Result: 1 (the TCR binds to the epitope). (2) The epitope is DPFRLLQNSQVFS. The TCR CDR3 sequence is CASSADRDRGLDTGELFF. Result: 0 (the TCR does not bind to the epitope). (3) The epitope is VVYRGTTTY. The TCR CDR3 sequence is CASSLRGLGQPQHF. Result: 0 (the TCR does not bind to the epitope). (4) The epitope is KLVALGINAV. The TCR CDR3 sequence is CASSPGGELFF. Result: 1 (the TCR binds to the epitope). (5) The epitope is RTLNAWVKV. The TCR CDR3 sequence is CASSSAGGYNEQFF. Result: 0 (the TCR does not bind to the epitope). (6) The epitope is LLWNGPMAV. The TCR CDR3 sequence is CASSDRVFVHEQYF. Result: 0 (the TCR does not bind to the epitope). (7) The epitope is TAFTIPSI. The TCR CDR3 sequence is CASSVAQLAGGADTQYF. Result: 0 (the TCR does not bind to the epitope).